This data is from Full USPTO retrosynthesis dataset with 1.9M reactions from patents (1976-2016). The task is: Predict the reactants needed to synthesize the given product. (1) Given the product [C:8]([C:10]1[CH:11]=[CH:12][C:13]([N:16]2[CH2:17][CH2:18][CH:19]([C:22]([O:24][CH3:1])=[O:23])[CH2:20][CH2:21]2)=[CH:14][CH:15]=1)#[N:9], predict the reactants needed to synthesize it. The reactants are: [CH3:1][Si](C=[N+]=[N-])(C)C.[C:8]([C:10]1[CH:15]=[CH:14][C:13]([N:16]2[CH2:21][CH2:20][CH:19]([C:22]([OH:24])=[O:23])[CH2:18][CH2:17]2)=[CH:12][CH:11]=1)#[N:9].C(O)(=O)C. (2) Given the product [Br:1][C:2]1[CH:3]=[C:4]([CH:8]([NH:10][C:11]2[CH:16]=[C:15]([N:24]3[CH2:23][CH2:22][N:21]([C:27]([O:29][C:30]([CH3:33])([CH3:32])[CH3:31])=[O:28])[CH2:26][CH2:25]3)[CH:14]=[CH:13][C:12]=2[N+:18]([O-:20])=[O:19])[CH3:9])[CH:5]=[CH:6][CH:7]=1, predict the reactants needed to synthesize it. The reactants are: [Br:1][C:2]1[CH:3]=[C:4]([CH:8]([NH:10][C:11]2[CH:16]=[C:15](F)[CH:14]=[CH:13][C:12]=2[N+:18]([O-:20])=[O:19])[CH3:9])[CH:5]=[CH:6][CH:7]=1.[N:21]1([C:27]([O:29][C:30]([CH3:33])([CH3:32])[CH3:31])=[O:28])[CH2:26][CH2:25][NH:24][CH2:23][CH2:22]1.C(N(C(C)C)CC)(C)C. (3) Given the product [CH3:22][CH:20]([N:17]1[CH2:18][CH2:19][N:14]([C:4]2[C:3]([O:2][CH3:1])=[CH:8][C:7]([NH2:9])=[C:6]([O:12][CH3:13])[CH:5]=2)[CH2:15][CH2:16]1)[CH3:21], predict the reactants needed to synthesize it. The reactants are: [CH3:1][O:2][C:3]1[CH:8]=[C:7]([N+:9]([O-])=O)[C:6]([O:12][CH3:13])=[CH:5][C:4]=1[N:14]1[CH2:19][CH2:18][N:17]([CH:20]([CH3:22])[CH3:21])[CH2:16][CH2:15]1.O.NN. (4) Given the product [F:22][C:23]1[CH:24]=[C:25]([CH2:30][C:31]([NH:1][N:2]2[N:11]=[C:10]([C:12]3[CH:13]=[CH:14][C:15]([CH:18]([CH3:19])[CH3:20])=[CH:16][CH:17]=3)[C:9]3[C:4](=[CH:5][CH:6]=[CH:7][CH:8]=3)[C:3]2=[O:21])=[O:32])[CH:26]=[C:27]([F:29])[CH:28]=1, predict the reactants needed to synthesize it. The reactants are: [NH2:1][N:2]1[N:11]=[C:10]([C:12]2[CH:17]=[CH:16][C:15]([CH:18]([CH3:20])[CH3:19])=[CH:14][CH:13]=2)[C:9]2[C:4](=[CH:5][CH:6]=[CH:7][CH:8]=2)[C:3]1=[O:21].[F:22][C:23]1[CH:24]=[C:25]([CH2:30][C:31](O)=[O:32])[CH:26]=[C:27]([F:29])[CH:28]=1. (5) Given the product [F:31][C:32]1[CH:37]=[CH:36][C:35]([S:38]([N:2]([CH3:1])[CH2:3][C:4]([NH:6][CH2:7][C:8]2[CH:9]=[C:10]([C:14]3[CH:15]=[CH:16][C:17]([C:20]([F:21])([F:22])[F:23])=[CH:18][CH:19]=3)[CH:11]=[CH:12][CH:13]=2)=[O:5])(=[O:40])=[O:39])=[CH:34][CH:33]=1, predict the reactants needed to synthesize it. The reactants are: [CH3:1][NH:2][CH2:3][C:4]([NH:6][CH2:7][C:8]1[CH:9]=[C:10]([C:14]2[CH:19]=[CH:18][C:17]([C:20]([F:23])([F:22])[F:21])=[CH:16][CH:15]=2)[CH:11]=[CH:12][CH:13]=1)=[O:5].C(N(CC)CC)C.[F:31][C:32]1[CH:37]=[CH:36][C:35]([S:38](Cl)(=[O:40])=[O:39])=[CH:34][CH:33]=1. (6) The reactants are: [Br:1][C:2]1[CH:3]=[C:4]([SH:9])[CH:5]=[CH:6][C:7]=1[F:8].[C:10](Cl)(=[O:14])[C:11](Cl)=[O:12].[Cl-].[Al+3].[Cl-].[Cl-]. Given the product [Br:1][C:2]1[C:7]([F:8])=[CH:6][C:5]2[C:11](=[O:12])[C:10](=[O:14])[S:9][C:4]=2[CH:3]=1, predict the reactants needed to synthesize it.